This data is from Buchwald-Hartwig C-N cross coupling reaction yields with 55,370 reactions. The task is: Predict the reaction yield, written as a fraction of the theoretical maximum amount of product (1.0 means a 100% yield; for example, 0.34 means a 34% yield). The reactants are Ic1cccnc1.Cc1ccc(N)cc1.O=S(=O)(O[Pd]1c2ccccc2-c2ccccc2N~1)C(F)(F)F.COc1ccc(OC)c(P([C@]23C[C@H]4C[C@H](C[C@H](C4)C2)C3)[C@]23C[C@H]4C[C@H](C[C@H](C4)C2)C3)c1-c1c(C(C)C)cc(C(C)C)cc1C(C)C.CCN=P(N=P(N(C)C)(N(C)C)N(C)C)(N(C)C)N(C)C.c1ccc(-c2ccon2)cc1. No catalyst specified. The product is Cc1ccc(Nc2cccnc2)cc1. The yield is 0.0273.